This data is from Forward reaction prediction with 1.9M reactions from USPTO patents (1976-2016). The task is: Predict the product of the given reaction. Given the reactants [OH:1][C:2]1[CH:10]=[CH:9][C:8]2[NH:7][C:6]3[CH:11]([CH2:14][C:15]([O:17][CH2:18][CH3:19])=[O:16])[CH2:12][CH2:13][C:5]=3[C:4]=2[CH:3]=1.ClC[C:22]1[CH:27]=[CH:26][C:25]([CH:28]2[CH2:32][CH2:31][CH2:30][CH2:29]2)=[C:24]([C:33]([F:36])([F:35])[F:34])[CH:23]=1.[C:37](=O)([O-])[O-].[Cs+].[Cs+], predict the reaction product. The product is: [CH:28]1([CH:25]([O:1][C:2]2[CH:10]=[CH:9][C:8]3[NH:7][C:6]4[CH:11]([CH2:14][C:15]([O:17][CH2:18][CH3:19])=[O:16])[CH2:12][CH2:13][C:5]=4[C:4]=3[CH:3]=2)[C:26]2[CH:27]=[CH:22][CH:23]=[C:24]([C:33]([F:34])([F:35])[F:36])[CH:37]=2)[CH2:29][CH2:30][CH2:31][CH2:32]1.